This data is from Catalyst prediction with 721,799 reactions and 888 catalyst types from USPTO. The task is: Predict which catalyst facilitates the given reaction. (1) Reactant: [Cl:1][C:2]1[CH:3]=[C:4]([C:32](=[O:47])[NH:33][C:34]2([C:37]3[CH:42]=[CH:41][C:40]([C:43]([O:45][CH3:46])=[O:44])=[CH:39][CH:38]=3)[CH2:36][CH2:35]2)[C:5]([N:8]2[CH2:11][CH:10]([O:12][C:13]3[CH:14]=[C:15]([N:19]4[CH2:24][CH2:23][N:22](C(OC(C)(C)C)=O)[CH2:21][CH2:20]4)[CH:16]=[CH:17][CH:18]=3)[CH2:9]2)=[N:6][CH:7]=1.FC(F)(F)C(O)=O.ClCCl. Product: [Cl:1][C:2]1[CH:7]=[N:6][C:5]([N:8]2[CH2:11][CH:10]([O:12][C:13]3[CH:18]=[CH:17][CH:16]=[C:15]([N:19]4[CH2:24][CH2:23][NH:22][CH2:21][CH2:20]4)[CH:14]=3)[CH2:9]2)=[C:4]([CH:3]=1)[C:32]([NH:33][C:34]1([C:37]2[CH:42]=[CH:41][C:40]([C:43]([O:45][CH3:46])=[O:44])=[CH:39][CH:38]=2)[CH2:36][CH2:35]1)=[O:47]. The catalyst class is: 4. (2) The catalyst class is: 36. Reactant: [Br:1][C:2]1[CH:10]=[CH:9][C:5]([C:6]([OH:8])=[O:7])=[C:4]([F:11])[CH:3]=1.[CH3:12][Si](C=[N+]=[N-])(C)C. Product: [Br:1][C:2]1[CH:10]=[CH:9][C:5]([C:6]([O:8][CH3:12])=[O:7])=[C:4]([F:11])[CH:3]=1. (3) Reactant: [CH2:1]([N:8]([C:43](=[O:48])[C:44]([F:47])([F:46])[F:45])[CH2:9][CH2:10][O:11][C:12]1[CH:17]=[CH:16][C:15]([S:18][S:18][C:15]2[CH:16]=[CH:17][C:12]([O:11][CH2:10][CH2:9][N:8]([CH2:1][C:2]3[CH:3]=[CH:4][CH:5]=[CH:6][CH:7]=3)[C:43](=[O:48])[C:44]([F:46])([F:47])[F:45])=[CH:13][CH:14]=2)=[CH:14][CH:13]=1)[C:2]1[CH:7]=[CH:6][CH:5]=[CH:4][CH:3]=1.C1(P(C2C=CC=CC=2)C2C=CC=CC=2)C=CC=CC=1. Product: [CH2:1]([N:8]([CH2:9][CH2:10][O:11][C:12]1[CH:17]=[CH:16][C:15]([SH:18])=[CH:14][CH:13]=1)[C:43](=[O:48])[C:44]([F:47])([F:46])[F:45])[C:2]1[CH:3]=[CH:4][CH:5]=[CH:6][CH:7]=1. The catalyst class is: 199. (4) The catalyst class is: 61. Reactant: [F:1][C:2]([F:42])([F:41])[C:3]1[CH:4]=[C:5]([CH:34]=[C:35]([C:37]([F:40])([F:39])[F:38])[CH:36]=1)[CH2:6][N:7]1[C:11]([C:12]2[CH:17]=[CH:16][CH:15]=[CH:14][CH:13]=2)=[C:10]([C:18]([C:20]2[C:21]([CH:32]=O)=[N:22][O:23][C:24]=2[C:25]2[CH:30]=[CH:29][CH:28]=[CH:27][C:26]=2[Cl:31])=[O:19])[N:9]=[N:8]1.[OH2:43].O.O.C([O-])(=O)C.[Na+].[NH2:51]O.Cl. Product: [F:40][C:37]([F:39])([F:38])[C:35]1[CH:34]=[C:5]([CH:4]=[C:3]([C:2]([F:42])([F:1])[F:41])[CH:36]=1)[CH2:6][N:7]1[C:11]([C:12]2[CH:13]=[CH:14][CH:15]=[CH:16][CH:17]=2)=[C:10]([C:18]([C:20]2[C:21]([CH:32]=[N:51][OH:43])=[N:22][O:23][C:24]=2[C:25]2[CH:30]=[CH:29][CH:28]=[CH:27][C:26]=2[Cl:31])=[O:19])[N:9]=[N:8]1. (5) Reactant: O=[N+]([O-])[O-].[O-][N+](=O)[O-].[O-][N+](=O)[O-].[O-][N+](=O)[O-].[O-][N+](=O)[O-].[O-][N+](=O)[O-].[Ce+4].[NH4+].[NH4+].[CH2:28]([O:30][C:31]([C:33]1[CH:34]([C:55]2[CH:60]=[CH:59][C:58]([C:61](=[O:69])[NH:62][CH2:63][C:64]3[O:65][CH:66]=[CH:67][CH:68]=3)=[CH:57][CH:56]=2)[C:35]2[C:50](=[O:51])[NH:49][CH:48]([CH:52]([CH3:54])[CH3:53])[C:36]=2[NH:37][C:38]=1[CH2:39][CH2:40][C:41]1[CH:46]=[CH:45][C:44]([F:47])=[CH:43][CH:42]=1)=[O:32])[CH3:29].FC(F)(F)C(O)=O. Product: [CH2:28]([O:30][C:31]([C:33]1[C:34]([C:55]2[CH:56]=[CH:57][C:58]([C:61](=[O:69])[NH:62][CH2:63][C:64]3[O:65][CH:66]=[CH:67][CH:68]=3)=[CH:59][CH:60]=2)=[C:35]2[C:50](=[O:51])[NH:49][CH:48]([CH:52]([CH3:54])[CH3:53])[C:36]2=[N:37][C:38]=1[CH2:39][CH2:40][C:41]1[CH:46]=[CH:45][C:44]([F:47])=[CH:43][CH:42]=1)=[O:32])[CH3:29]. The catalyst class is: 22. (6) Reactant: [Br:1][C:2]1[CH:16]=[CH:15][C:5]2[C:6]3[N:7]([CH:11]=[C:12](I)[N:13]=3)[CH2:8][CH2:9][O:10][C:4]=2[CH:3]=1.[CH:17]([NH2:19])=[O:18].C[CH2:21][O:22]C(C)=O. Product: [Br:1][C:2]1[CH:16]=[CH:15][C:5]2[C:6]3[N:7]([CH:11]=[C:12]([C:17]([NH:19][CH:21]=[O:22])=[O:18])[N:13]=3)[CH2:8][CH2:9][O:10][C:4]=2[CH:3]=1. The catalyst class is: 142.